This data is from Experimentally validated miRNA-target interactions with 360,000+ pairs, plus equal number of negative samples. The task is: Binary Classification. Given a miRNA mature sequence and a target amino acid sequence, predict their likelihood of interaction. (1) The miRNA is hsa-miR-152-3p with sequence UCAGUGCAUGACAGAACUUGG. The protein sequence of the target gene is MHRKHLQEIPDQSGNVTTSFTWGWDSSKTSELLSGMGVSALEKEEVDSENIPHGLLSNLGHPQSPPRKRVKGKGSDKDFVIIRRPKLSRENFPGVSWDSLPDELLLGIFSCLCLPELLRVSGVCKRWYRLSLDESLWQSLDLAGKNLHPDVTVRLLSRGVVAFRCPRSFMEQPLGESFSSFRVQHMDLSNSVINVSNLHKILSECSKLQNLSLEGLQLSDPIVKTLAQNENLVRLNLCGCSGFSESAVATLLSSCSRLDELNLSWCFDFTEKHVQAAVAHLPNTITQLNLSGYRKNLQKT.... Result: 0 (no interaction). (2) The miRNA is hsa-miR-4302 with sequence CCAGUGUGGCUCAGCGAG. The protein sequence of the target gene is MKASSGRCGLVRWLQVLLPFLLSLFPGALPVQIRYSIPEELAKNSVVGNLAKDLGLSVRDLPARKLRVSAEKEYFTVNPESGDLLVSDRIDREQICGKQPLCVLDFDTVAENPLNIFYIAVIVQDINDNTPLFKQTKINLKIGESTKPGTTFPLDPALDSDVGPNSLQRYHLNDNEYFDLAEKQTPDGRKYPELILKHSLDREEHSLHQLVLTAVDGGDPPQSGTTQIRIKVTDANDNPPVFSQDVYRVTLREDVPPGFFVLQVTATDRDEGINAEITYSFHNVDEQVKHFFNLNEKTGE.... Result: 0 (no interaction). (3) The miRNA is hsa-miR-4467 with sequence UGGCGGCGGUAGUUAUGGGCUU. The protein sequence of the target gene is MLFEQGQQALELPECTMQKAAYYENPGLFGGYGYSKTTDTYGYSTPHQPYPPPAAASSLDTDYPGSACSIQSSAPLRAPAHKGAELNGSCMRPGTGNSQGGGGGSQPPGLNSEQQPPQPPPPPPTLPPSSPTNPGGGVPAKKPKGGPNASSSSATISKQIFPWMKESRQNSKQKNSCATAGESCEDKSPPGPASKRVRTAYTSAQLVELEKEFHFNRYLCRPRRVEMANLLNLTERQIKIWFQNRRMKYKKDQKAKGILHSPASQSPERSPPLGGAAGHVAYSGQLPPVPGLAYDAPSPP.... Result: 1 (interaction). (4) The miRNA is hsa-miR-4712-5p with sequence UCCAGUACAGGUCUCUCAUUUC. The protein sequence of the target gene is MDFSKFLADDFDVKEWINAAFRAGSKEAASGKADGHAATLVMKLQLFIQEVNHAVEETSHQALQNMPKVLRDVEALKQEASFLKEQMILVKEDIKKFEQDTSQSMQVLVEIDQVKSRMQLAAESLQEADKWSTLSADIEETFKTQDIAVISAKLTGMQNSLMMLVDTPDYSEKCVHLEALKNRLEALASPQIVAAFTSQAVDQSKVFVKVFTEIDRMPQLLAYYYKCHKVQLLAAWQELCQSDLSLDRQLTGLYDALLGAWHTQIQWATQVFQKPHEVVMVLLIQTLGALMPSLPSCLSN.... Result: 0 (no interaction). (5) The miRNA is hsa-miR-155-5p with sequence UUAAUGCUAAUCGUGAUAGGGGUU. The protein sequence of the target gene is MEDHQHVPIDIQTSKLLDWLVDRRHCSLKWQSLVLTIREKINAAIQDMPESEEIAQLLSGSYIHYFHCLRILDLLKGTEASTKNIFGRYSSQRMKDWQEIIALYEKDNTYLVELSSLLVRNVNYEIPSLKKQIAKCQQLQQEYSRKEEECQAGAAEMREQFYHSCKQYGITGENVRGELLALVKDLPSQLAEIGAAAQQSLGEAIDVYQASVGFVCESPTEQVLPMLRFVQKRGNSTVYEWRTGTEPSVVERPHLEELPEQVAEDAIDWGDFGVEAVSEGTDSGISAEAAGIDWGIFPES.... Result: 1 (interaction). (6) The miRNA is mmu-miR-467e-3p with sequence AUAUACAUACACACACCUAUAU. The protein sequence of the target gene is MSSYFVNSLFTKYKSGDTLRPNYYECGFAQDLGTRPTVVYGPGTGATFQHAPQIQEFYHHGASTLSAAPYQQSPCAVTCHGEPGNFYGYDALQRQTLFGAQDADLVQYSDCKLATGGIGDETDNTEQSPSPTQLFPWMRPQAAGRRRGRQTYSRYQTLELEKEFLFNPYLTRKRRIEVSHALGLTERQVKIWFQNRRMKWKKENNKDKFPSSKSEQEQIEKEKREKEQASGTQSAGEDCDKAKQM. Result: 0 (no interaction). (7) The miRNA is rno-miR-22-5p with sequence AGUUCUUCAGUGGCAAGCUUUA. The protein sequence of the target gene is MIGQKTLYSFFSPSPARKRHAPSPEPAVQGTGVAGVPEESGDAAAIPAKKAPAGQEEPGTPPSSPLSAEQLDRIQRNKAAALLRLAARNVPVGFGESWKKHLSGEFGKPYFIKLMGFVAEERKHYTVYPPPHQVFTWTQMCDIKDVKVVILGQDPYHGPNQAHGLCFSVQRPVPPPPSLENIYKELSTDIEDFVHPGHGDLSGWAKQGVLLLNAVLTVRAHQANSHKERGWEQFTDAVVSWLNQNSNGLVFLLWGSYAQKKGSAIDRKRHHVLQTAHPSPLSVYRGFFGCRHFSKTNELL.... Result: 0 (no interaction). (8) The miRNA is hsa-miR-181c-5p with sequence AACAUUCAACCUGUCGGUGAGU. The protein sequence of the target gene is MALSKSMHARNRYKDKPPDFAYLASKYPDFKQHVQINLNGRVSLNFKDPEAVRALTCTLLREDFGLSIDIPLERLIPTVPLRLNYIHWVEDLIGHQDSDKSTLRRGIDIGTGASCIYPLLGATLNGWYFLATEVDDMCFNYAKKNVEQNNLSDLIKVVKVPQKTLLMDALKEESEIIYDFCMCNPPFFANQLEAKGVNSRNPRRPPPSSVNTGGITEIMAEGGELEFVKRIIHDSLQLKKRLRWYSCMLGKKCSLAPLKEELRIQGVPKVTYTEFCQGRTMRWALAWSFYDDVTVPSPPS.... Result: 0 (no interaction). (9) The miRNA is hsa-miR-6817-5p with sequence UCUGCCAUAGGAAGCUUGGAGUGG. The protein sequence of the target gene is MTELQAKDPQVLHTSGASPSPPHIGSPLLARLDSGPFQGSQHSDVSSVVSPIPISLDGLLFPRSCRGPELPDGKTGDQQSLSDVEGAFSGVEATHREGGRNSRAPEKDSRLLDSVLDSLLTPSGTEQSHASPPACEAITSWCLFGPELPEDPRSVPATKGLLSPLMSRPEIKAGDSSGTGAGQKVLPKGLSPPRQLLLPTSGSAHWPGAGVKPSPQPAAGEVEEDSGLETEGSAAPLLKSKPRALEGTGSGGGVAANAASAAPGGVTLVPKEDSRFSAPRVSLEQDSPIAPGRSPLATTV.... Result: 0 (no interaction). (10) The miRNA is mmu-miR-3101-5p with sequence GGUACCAUUGACUAAAGCUAG. The protein sequence of the target gene is MDVFSFVKIPKLSSHRTKSSGWPPPSGTWGLNQVPPYGWEMMTNRDGRDYFINHMTQAIPFDDPRFDSCQIIPPAPRKVEMRRDPVLGFGFVAGSEKPVVVRSVTPGGPSEGKLIPGDQIVMINDEAVSAAPRERVIDLVRSCKESILLTVIQPYPSPKSAFISAAKKARLKSNPVKVRFSEEVIINGQVSETVKDNSLLFMPNVLKVYLENGQTKSFRFDCSTSIKDVILTLQEKLSIKGIEHFSLMLEQRIEGAGTKLLLLHEQETLTQVTQRPSSHKMRCLFRISFVPKDPIDLLRR.... Result: 1 (interaction).